Dataset: Forward reaction prediction with 1.9M reactions from USPTO patents (1976-2016). Task: Predict the product of the given reaction. (1) Given the reactants [C:1]([C:3]1[N:8]=[C:7]([NH:9][C:10]2[CH:15]=[C:14]([C:16]([F:19])([F:18])[F:17])[CH:13]=[CH:12][N:11]=2)[CH:6]=[C:5]([CH3:20])[CH:4]=1)#[CH:2].[N:21]([C:24]1[CH:32]=[CH:31][C:27]([C:28]([OH:30])=[O:29])=[CH:26][CH:25]=1)=[N+:22]=[N-:23].O=C1O[C@H]([C@H](CO)O)C([O-])=C1O.[Na+].C(O)(C)(C)C, predict the reaction product. The product is: [CH3:20][C:5]1[CH:6]=[C:7]([NH:9][C:10]2[CH:15]=[C:14]([C:16]([F:18])([F:19])[F:17])[CH:13]=[CH:12][N:11]=2)[N:8]=[C:3]([C:1]2[N:23]=[N:22][N:21]([C:24]3[CH:25]=[CH:26][C:27]([C:28]([OH:30])=[O:29])=[CH:31][CH:32]=3)[CH:2]=2)[CH:4]=1. (2) Given the reactants COC([NH:5][C@H:6]1[CH2:14][C:13]2[C:8](=[CH:9][CH:10]=[C:11]([NH:15][C:16]([C:18]3[C:19]([C:25]4[CH:30]=[CH:29][C:28]([C:31]([F:34])([F:33])[F:32])=[CH:27][CH:26]=4)=[C:20]([CH3:24])[CH:21]=[CH:22][CH:23]=3)=[O:17])[CH:12]=2)[CH2:7]1)=O.I[Si](C)(C)C.CO, predict the reaction product. The product is: [NH2:5][C@H:6]1[CH2:14][C:13]2[C:8](=[CH:9][CH:10]=[C:11]([NH:15][C:16]([C:18]3[C:19]([C:25]4[CH:26]=[CH:27][C:28]([C:31]([F:32])([F:33])[F:34])=[CH:29][CH:30]=4)=[C:20]([CH3:24])[CH:21]=[CH:22][CH:23]=3)=[O:17])[CH:12]=2)[CH2:7]1. (3) Given the reactants C(OC(=O)[NH:7][C:8]1[CH:13]=[C:12]([N:14]([CH:16]([CH3:18])[CH3:17])[CH3:15])[C:11]([Cl:19])=[CH:10][C:9]=1[NH:20][C:21](=[O:44])[CH2:22][C:23](=O)[C:24]1[CH:29]=[CH:28][CH:27]=[C:26]([N:30]2[C:34]([CH2:35][O:36]C3CCCCO3)=[CH:33][N:32]=[N:31]2)[CH:25]=1)(C)(C)C.C(O)(C(F)(F)F)=O, predict the reaction product. The product is: [Cl:19][C:11]1[C:12]([N:14]([CH:16]([CH3:18])[CH3:17])[CH3:15])=[CH:13][C:8]2[N:7]=[C:23]([C:24]3[CH:29]=[CH:28][CH:27]=[C:26]([N:30]4[C:34]([CH2:35][OH:36])=[CH:33][N:32]=[N:31]4)[CH:25]=3)[CH2:22][C:21](=[O:44])[NH:20][C:9]=2[CH:10]=1. (4) The product is: [F:23][C:20]1[CH:21]=[CH:22][C:16]2[O:15][CH2:14][CH:13]([CH2:12][N:25]([CH3:24])[CH2:26][CH3:27])[O:18][C:17]=2[CH:19]=1. Given the reactants CC1C=CC(S(O[CH2:12][CH:13]2[O:18][C:17]3[CH:19]=[C:20]([F:23])[CH:21]=[CH:22][C:16]=3[O:15][CH2:14]2)(=O)=O)=CC=1.[CH3:24][NH:25][CH2:26][CH3:27], predict the reaction product. (5) Given the reactants [CH3:1][N:2]([CH3:18])[CH:3]1[CH2:7][N:6]([C:8](=[O:17])[CH2:9][C:10]2[CH:15]=[CH:14][C:13]([F:16])=[CH:12][CH:11]=2)[NH:5][CH2:4]1.[CH3:19][S:20]([C:23]1[N:28]=[C:27]([C:29](Cl)=[O:30])[CH:26]=[CH:25][N:24]=1)(=O)=O.[OH-].[Na+], predict the reaction product. The product is: [CH3:18][N:2]([CH3:1])[CH:3]1[CH2:7][N:6]([C:8](=[O:17])[CH2:9][C:10]2[CH:15]=[CH:14][C:13]([F:16])=[CH:12][CH:11]=2)[N:5]([C:29]([C:27]2[CH:26]=[CH:25][N:24]=[C:23]([S:20][CH3:19])[N:28]=2)=[O:30])[CH2:4]1.